This data is from Forward reaction prediction with 1.9M reactions from USPTO patents (1976-2016). The task is: Predict the product of the given reaction. (1) Given the reactants [CH2:1]([C:3]1[CH:8]=[CH:7][C:6]([C:9]2[C:13]([CH2:14][O:15][C:16]3[CH:17]=[C:18]4[C:22](=[CH:23][CH:24]=3)[CH:21]([CH2:25][C:26]([O:28]CC)=[O:27])[CH2:20][CH2:19]4)=[C:12]([C:31]([F:34])([F:33])[F:32])[S:11][N:10]=2)=[CH:5][CH:4]=1)[CH3:2].O1CCCC1.[Li+].[OH-].Cl, predict the reaction product. The product is: [CH2:1]([C:3]1[CH:8]=[CH:7][C:6]([C:9]2[C:13]([CH2:14][O:15][C:16]3[CH:17]=[C:18]4[C:22](=[CH:23][CH:24]=3)[CH:21]([CH2:25][C:26]([OH:28])=[O:27])[CH2:20][CH2:19]4)=[C:12]([C:31]([F:33])([F:32])[F:34])[S:11][N:10]=2)=[CH:5][CH:4]=1)[CH3:2]. (2) Given the reactants [CH2:1]([O:3][C:4](=[O:22])[C:5](=O)[C:6]1[CH:10]=[CH:9][N:8]([Si](C(C)C)(C(C)C)C(C)C)[CH:7]=1)[CH3:2].C([O-])(=O)C.[Na+].C(O)(=O)C(O)=O.[CH3:34][CH:35]([CH3:40])[CH2:36][CH2:37][NH:38][NH2:39], predict the reaction product. The product is: [CH2:1]([O:3][C:4](=[O:22])[C:5](=[N:39][NH:38][CH2:37][CH2:36][CH:35]([CH3:40])[CH3:34])[C:6]1[CH:10]=[CH:9][NH:8][CH:7]=1)[CH3:2].